This data is from Full USPTO retrosynthesis dataset with 1.9M reactions from patents (1976-2016). The task is: Predict the reactants needed to synthesize the given product. The reactants are: ClC(Cl)(Cl)C(Cl)(Cl)Cl.C1(P(C2C=CC=CC=2)C2C=CC=CC=2)C=CC=CC=1.[CH3:28][O:29][C:30](=[O:47])[C:31]1[CH:42]=[C:41]([O:43][CH2:44][CH:45]=[CH2:46])[CH:40]=[C:33]([C:34]([NH:36][CH2:37][CH:38]=[O:39])=O)[CH:32]=1.N1C=CC=CC=1. Given the product [CH3:28][O:29][C:30](=[O:47])[C:31]1[CH:32]=[C:33]([C:34]2[O:39][CH:38]=[CH:37][N:36]=2)[CH:40]=[C:41]([O:43][CH2:44][CH:45]=[CH2:46])[CH:42]=1, predict the reactants needed to synthesize it.